This data is from Reaction yield outcomes from USPTO patents with 853,638 reactions. The task is: Predict the reaction yield, written as a fraction of the theoretical maximum amount of product (1.0 means a 100% yield; for example, 0.34 means a 34% yield). (1) The reactants are C([O:9][C:10]1[CH:11]=[C:12]([CH:28]=[CH:29][C:30]=1[Cl:31])[CH2:13][N:14]([C:20]1[CH:25]=[CH:24][C:23]([C:26]#[N:27])=[CH:22][CH:21]=1)[N:15]1[CH:19]=[N:18][N:17]=[CH:16]1)(=O)C1C=CC=CC=1.C[O-].[Na+]. The catalyst is CO.O. The product is [Cl:31][C:30]1[CH:29]=[CH:28][C:12]([CH2:13][N:14]([C:20]2[CH:25]=[CH:24][C:23]([C:26]#[N:27])=[CH:22][CH:21]=2)[N:15]2[CH:16]=[N:17][N:18]=[CH:19]2)=[CH:11][C:10]=1[OH:9]. The yield is 0.480. (2) The yield is 0.470. The catalyst is CN(C=O)C. The reactants are [Br:1][C:2]1[CH:7]=[C:6]([N:8]([CH:10]([CH3:13])[CH2:11]Cl)[CH3:9])[C:5]([NH2:14])=[CH:4][C:3]=1[C:15]([F:18])([F:17])[F:16].[I-].[K+].C(=O)([O-])[O-].[K+].[K+].CCOC(C)=O. The product is [Br:1][C:2]1[CH:7]=[C:6]2[C:5]([NH:14][CH2:11][CH:10]([CH3:13])[N:8]2[CH3:9])=[CH:4][C:3]=1[C:15]([F:18])([F:17])[F:16]. (3) The reactants are Cl[C:2]1[C:3](=[O:15])[N:4](C2CCCCO2)[N:5]=[CH:6][C:7]=1Cl.[F:16][C:17]1[CH:22]=[C:21]([F:23])[CH:20]=[CH:19][C:18]=1[OH:24].C[O:26][C:27](=[O:36])[CH:28](Br)[CH2:29][CH:30]1[CH2:34][CH2:33][CH2:32][CH2:31]1. No catalyst specified. The product is [CH:30]1([CH2:29][CH:28]([N:4]2[C:3](=[O:15])[CH:2]=[C:7]([O:24][C:18]3[CH:19]=[CH:20][C:21]([F:23])=[CH:22][C:17]=3[F:16])[CH:6]=[N:5]2)[C:27]([OH:26])=[O:36])[CH2:34][CH2:33][CH2:32][CH2:31]1. The yield is 0.530. (4) The reactants are C1(C(N)=O)(C(N)=O)CC1.[F:10][C:11]1[CH:16]=[CH:15][C:14]([NH:17][C:18]([C:20]2([C:23]([NH:25][C:26]3[CH:31]=[CH:30][C:29]([O:32][C:33]4[C:42]5[C:37](=[CH:38][C:39]([OH:45])=[C:40]([O:43][CH3:44])[CH:41]=5)[N:36]=[CH:35][CH:34]=4)=[C:28]([F:46])[CH:27]=3)=[O:24])[CH2:22][CH2:21]2)=[O:19])=[CH:13][CH:12]=1.[CH2:47]([N:49]([CH2:53][CH3:54])[CH2:50][CH2:51]O)[CH3:48].C1C=CC(P(C2C=CC=CC=2)C2C=CC=CC=2)=CC=1.CC(OC(/N=N/C(OC(C)C)=O)=O)C. The catalyst is C(Cl)Cl. The product is [CH2:47]([N:49]([CH2:53][CH3:54])[CH2:50][CH2:51][O:45][C:39]1[CH:38]=[C:37]2[C:42]([C:33]([O:32][C:29]3[CH:30]=[CH:31][C:26]([NH:25][C:23]([C:20]4([C:18]([NH:17][C:14]5[CH:15]=[CH:16][C:11]([F:10])=[CH:12][CH:13]=5)=[O:19])[CH2:21][CH2:22]4)=[O:24])=[CH:27][C:28]=3[F:46])=[CH:34][CH:35]=[N:36]2)=[CH:41][C:40]=1[O:43][CH3:44])[CH3:48]. The yield is 0.340.